Dataset: Forward reaction prediction with 1.9M reactions from USPTO patents (1976-2016). Task: Predict the product of the given reaction. (1) Given the reactants Br[C:2]1[CH:7]=[C:6]([CH:8]([CH3:10])[CH3:9])[CH:5]=[CH:4][C:3]=1[CH3:11].[Li]C(C)(C)C.CN([CH:20]=[O:21])C.Cl, predict the reaction product. The product is: [CH:8]([C:6]1[CH:5]=[CH:4][C:3]([CH3:11])=[C:2]([CH:7]=1)[CH:20]=[O:21])([CH3:10])[CH3:9]. (2) Given the reactants [NH:1]([C:3]1[CH:12]=[CH:11][CH:10]=[C:9]2[C:4]=1[CH:5]=[CH:6][CH:7]=[N:8]2)[NH2:2].[S:13]1[CH:17]=[CH:16][CH:15]=[C:14]1[C:18]1([C:21](O)=[O:22])[CH2:20][CH2:19]1, predict the reaction product. The product is: [N:8]1[C:9]2[C:4](=[C:3]([NH:1][NH:2][C:21]([C:18]3([C:14]4[S:13][CH:17]=[CH:16][CH:15]=4)[CH2:20][CH2:19]3)=[O:22])[CH:12]=[CH:11][CH:10]=2)[CH:5]=[CH:6][CH:7]=1. (3) Given the reactants [Cl:1][C:2]1[C:11]2[C:6](=[CH:7][C:8]([S:12]([NH:15][C:16]3([C:23]([O:25]C)=[O:24])[CH2:21][CH2:20][N:19]([CH3:22])[CH2:18][CH2:17]3)(=[O:14])=[O:13])=[CH:9][CH:10]=2)[C:5]([NH:27][C:28]([NH2:30])=[NH:29])=[N:4][CH:3]=1.[OH-].[Na+].Cl, predict the reaction product. The product is: [ClH:1].[Cl:1][C:2]1[C:11]2[C:6](=[CH:7][C:8]([S:12]([NH:15][C:16]3([C:23]([OH:25])=[O:24])[CH2:21][CH2:20][N:19]([CH3:22])[CH2:18][CH2:17]3)(=[O:14])=[O:13])=[CH:9][CH:10]=2)[C:5]([NH:27][C:28]([NH2:30])=[NH:29])=[N:4][CH:3]=1. (4) Given the reactants [NH2:1][C:2]1[CH:7]=[CH:6][N:5]=[CH:4][N:3]=1.C1C=C(Cl)C=C(C(OO)=[O:16])C=1.CO, predict the reaction product. The product is: [NH4+:1].[OH-:16].[N+:5]1([O-:16])[CH:6]=[CH:7][C:2]([NH2:1])=[N:3][CH:4]=1.